Dataset: Peptide-MHC class II binding affinity with 134,281 pairs from IEDB. Task: Regression. Given a peptide amino acid sequence and an MHC pseudo amino acid sequence, predict their binding affinity value. This is MHC class II binding data. (1) The peptide sequence is VGAITTIEDPVLAKK. The binding affinity (normalized) is 0.0620. The MHC is DRB1_0901 with pseudo-sequence DRB1_0901. (2) The peptide sequence is NQFGSVPAVTISCMT. The MHC is DRB1_1101 with pseudo-sequence DRB1_1101. The binding affinity (normalized) is 0.373. (3) The peptide sequence is NYNCKILPNTLVLDF. The MHC is HLA-DPA10301-DPB10402 with pseudo-sequence HLA-DPA10301-DPB10402. The binding affinity (normalized) is 0.457. (4) The peptide sequence is GELQIVDKIIAAFKI. The MHC is DRB1_1201 with pseudo-sequence DRB1_1201. The binding affinity (normalized) is 0.745. (5) The peptide sequence is WQLYMFGETLSRAII. The MHC is DRB1_0802 with pseudo-sequence DRB1_0802. The binding affinity (normalized) is 0.534.